From a dataset of Reaction yield outcomes from USPTO patents with 853,638 reactions. Predict the reaction yield, written as a fraction of the theoretical maximum amount of product (1.0 means a 100% yield; for example, 0.34 means a 34% yield). (1) The reactants are [I:1][C:2]1[N:6]2[CH:7]=[CH:8][CH:9]=[CH:10][C:5]2=[N:4][C:3]=1[CH2:11][C@@H:12]1[CH2:17][CH2:16][CH2:15][CH2:14][N:13]1C(OC(C)(C)C)=O.C(O)(C(F)(F)F)=O. The catalyst is C(Cl)Cl. The product is [I:1][C:2]1[N:6]2[CH:7]=[CH:8][CH:9]=[CH:10][C:5]2=[N:4][C:3]=1[CH2:11][C@@H:12]1[CH2:17][CH2:16][CH2:15][CH2:14][NH:13]1. The yield is 0.910. (2) The reactants are [CH:1]1[C:10]2[C:5](=[CH:6][CH:7]=[CH:8][CH:9]=2)[CH:4]=[C:3]([C:11]([OH:13])=O)[N:2]=1.CN(C(ON1N=NC2C=CC=CC1=2)=[N+](C)C)C.F[P-](F)(F)(F)(F)F.CCN(C(C)C)C(C)C.[CH3:47][O:48][C:49]([C:51]1[C:59]2[N:58]=[C:57]([NH2:60])[NH:56][C:55]=2[C:54]([F:61])=[C:53]([O:62][CH3:63])[C:52]=1[F:64])=[O:50]. The catalyst is CN(C=O)C. The product is [CH3:47][O:48][C:49]([C:51]1[C:59]2[NH:58][C:57]([NH:60][C:11]([C:3]3[N:2]=[CH:1][C:10]4[C:5]([CH:4]=3)=[CH:6][CH:7]=[CH:8][CH:9]=4)=[O:13])=[N:56][C:55]=2[C:54]([F:61])=[C:53]([O:62][CH3:63])[C:52]=1[F:64])=[O:50]. The yield is 0.490. (3) The reactants are Br[C:2]1[C:10]2[C:9](=[O:11])[N:8]([CH2:12][CH2:13][C:14]3[CH:23]=[CH:22][C:21]4[C:16](=[CH:17][CH:18]=[CH:19][CH:20]=4)[N:15]=3)[N:7]=[CH:6][C:5]=2[S:4][CH:3]=1.[N:24]1[CH:29]=[CH:28][C:27](B(O)O)=[CH:26][CH:25]=1.C([O-])([O-])=O.[K+].[K+]. The catalyst is CC(=O)OCC.CCCCCCC.C1C=CC(P(C2C=CC=CC=2)[C-]2C=CC=C2)=CC=1.C1C=CC(P(C2C=CC=CC=2)[C-]2C=CC=C2)=CC=1.Cl[Pd]Cl.[Fe+2]. The product is [N:24]1[CH:29]=[CH:28][C:27]([C:2]2[C:10]3[C:9](=[O:11])[N:8]([CH2:12][CH2:13][C:14]4[CH:23]=[CH:22][C:21]5[C:16](=[CH:17][CH:18]=[CH:19][CH:20]=5)[N:15]=4)[N:7]=[CH:6][C:5]=3[S:4][CH:3]=2)=[CH:26][CH:25]=1. The yield is 0.694. (4) The reactants are [CH2:1]([N:3]([CH2:11][C:12]1[CH:13]=[N:14][CH:15]=[C:16]([C:19]2[CH:20]=[C:21]3[C:25](=[CH:26][CH:27]=2)[N:24]([CH:28]2[CH2:33][CH2:32][CH2:31][CH2:30][O:29]2)[N:23]=[C:22]3[C:34]2[NH:35][C:36]([C:39]([NH:41][CH2:42][C:43]3C=NC=[CH:47][CH:48]=3)=[O:40])=[CH:37][N:38]=2)[C:17]=1[CH3:18])[C:4](=[O:10])[O:5][C:6]([CH3:9])([CH3:8])[CH3:7])[CH3:2].C(OC(N(CC1C(C)=C(C2C=C3C(=CC=2)N(C2CCCCO2)N=C3C2NC(C(O)=O)=CN=2)C=NC=1)CC)=O)(C)(C)C.CCN(CC)CC.N1CCCC1.CN(C(ON1N=NC2C=CC=NC1=2)=[N+](C)C)C.F[P-](F)(F)(F)(F)F. The product is [CH2:1]([N:3]([CH2:11][C:12]1[CH:13]=[N:14][CH:15]=[C:16]([C:19]2[CH:20]=[C:21]3[C:25](=[CH:26][CH:27]=2)[N:24]([CH:28]2[CH2:33][CH2:32][CH2:31][CH2:30][O:29]2)[N:23]=[C:22]3[C:34]2[NH:35][C:36]([C:39]([N:41]3[CH2:42][CH2:43][CH2:48][CH2:47]3)=[O:40])=[CH:37][N:38]=2)[C:17]=1[CH3:18])[C:4](=[O:10])[O:5][C:6]([CH3:7])([CH3:9])[CH3:8])[CH3:2]. The catalyst is C(Cl)Cl. The yield is 0.510. (5) The reactants are Br[C:2]1[C:3]([C:16]2[CH:21]=[CH:20][CH:19]=[CH:18][CH:17]=2)=[N:4][C:5]2[C:10]([N:11]=1)=[CH:9][C:8]([C:12]([O:14]C)=[O:13])=[CH:7][CH:6]=2.[C:22]1([CH3:31])[CH:27]=[CH:26][CH:25]=[CH:24][C:23]=1B(O)O. No catalyst specified. The product is [C:16]1([C:3]2[C:2]([C:23]3[CH:24]=[CH:25][CH:26]=[CH:27][C:22]=3[CH3:31])=[N:11][C:10]3[C:5](=[CH:6][CH:7]=[C:8]([C:12]([OH:14])=[O:13])[CH:9]=3)[N:4]=2)[CH:21]=[CH:20][CH:19]=[CH:18][CH:17]=1. The yield is 0.840. (6) The product is [C:1]([O:5][C:6]([NH:8][CH2:9][CH2:10][CH:11]([O:16][Si:26]([C:23]([CH3:25])([CH3:24])[CH3:22])([CH3:28])[CH3:27])[C:12]([O:14][CH3:15])=[O:13])=[O:7])([CH3:3])([CH3:4])[CH3:2]. The yield is 0.860. The catalyst is ClCCl. The reactants are [C:1]([O:5][C:6]([NH:8][CH2:9][CH2:10][CH:11]([OH:16])[C:12]([O:14][CH3:15])=[O:13])=[O:7])([CH3:4])([CH3:3])[CH3:2].N1C=CN=C1.[CH3:22][C:23]([Si:26](Cl)([CH3:28])[CH3:27])([CH3:25])[CH3:24]. (7) The reactants are C([O-])([O-])=O.[Cs+].[Cs+].C1C=CC(P(C2C=CC3C(=CC=CC=3)C=2C2C3C(=CC=CC=3)C=CC=2P(C2C=CC=CC=2)C2C=CC=CC=2)C2C=CC=CC=2)=CC=1.Cl[C:54]1[C:59]([C@H:60]2[CH2:64][CH2:63][CH2:62][N:61]2[C:65]2[CH:70]=[CH:69][N:68]3[N:71]=[CH:72][C:73]([C:74]([O:76][CH2:77][CH3:78])=[O:75])=[C:67]3[N:66]=2)=[CH:58][C:57]([F:79])=[CH:56][N:55]=1.[NH2:80][CH2:81][CH2:82][NH:83][C:84](=[O:90])[O:85][C:86]([CH3:89])([CH3:88])[CH3:87]. The catalyst is C1(C)C=CC=CC=1.C1C=CC(/C=C/C(/C=C/C2C=CC=CC=2)=O)=CC=1.C1C=CC(/C=C/C(/C=C/C2C=CC=CC=2)=O)=CC=1.C1C=CC(/C=C/C(/C=C/C2C=CC=CC=2)=O)=CC=1.[Pd].[Pd]. The product is [C:86]([O:85][C:84]([NH:83][CH2:82][CH2:81][NH:80][C:54]1[C:59]([C@H:60]2[CH2:64][CH2:63][CH2:62][N:61]2[C:65]2[CH:70]=[CH:69][N:68]3[N:71]=[CH:72][C:73]([C:74]([O:76][CH2:77][CH3:78])=[O:75])=[C:67]3[N:66]=2)=[CH:58][C:57]([F:79])=[CH:56][N:55]=1)=[O:90])([CH3:89])([CH3:88])[CH3:87]. The yield is 0.580.